From a dataset of Full USPTO retrosynthesis dataset with 1.9M reactions from patents (1976-2016). Predict the reactants needed to synthesize the given product. The reactants are: [O:1]=[CH:2][CH2:3][CH:4]1[CH2:8][C:7]2[CH:9]=[C:10]([C:13]3[CH:20]=[CH:19][C:16]([C:17]#[N:18])=[CH:15][CH:14]=3)[CH:11]=[CH:12][C:6]=2[O:5]1.[BH4-].[Na+]. Given the product [OH:1][CH2:2][CH2:3][CH:4]1[CH2:8][C:7]2[CH:9]=[C:10]([C:13]3[CH:20]=[CH:19][C:16]([C:17]#[N:18])=[CH:15][CH:14]=3)[CH:11]=[CH:12][C:6]=2[O:5]1, predict the reactants needed to synthesize it.